Dataset: NCI-60 drug combinations with 297,098 pairs across 59 cell lines. Task: Regression. Given two drug SMILES strings and cell line genomic features, predict the synergy score measuring deviation from expected non-interaction effect. (1) Drug 1: CCC1=CC2CC(C3=C(CN(C2)C1)C4=CC=CC=C4N3)(C5=C(C=C6C(=C5)C78CCN9C7C(C=CC9)(C(C(C8N6C)(C(=O)OC)O)OC(=O)C)CC)OC)C(=O)OC.C(C(C(=O)O)O)(C(=O)O)O. Drug 2: CCC(=C(C1=CC=CC=C1)C2=CC=C(C=C2)OCCN(C)C)C3=CC=CC=C3.C(C(=O)O)C(CC(=O)O)(C(=O)O)O. Cell line: SK-MEL-5. Synergy scores: CSS=45.6, Synergy_ZIP=16.7, Synergy_Bliss=16.1, Synergy_Loewe=-19.3, Synergy_HSA=11.7. (2) Drug 1: CC1C(C(CC(O1)OC2CC(OC(C2O)C)OC3=CC4=CC5=C(C(=O)C(C(C5)C(C(=O)C(C(C)O)O)OC)OC6CC(C(C(O6)C)O)OC7CC(C(C(O7)C)O)OC8CC(C(C(O8)C)O)(C)O)C(=C4C(=C3C)O)O)O)O. Drug 2: C1CC(=O)NC(=O)C1N2C(=O)C3=CC=CC=C3C2=O. Cell line: OVCAR3. Synergy scores: CSS=62.9, Synergy_ZIP=-1.40, Synergy_Bliss=-3.54, Synergy_Loewe=-48.6, Synergy_HSA=-6.70. (3) Drug 1: C1=C(C(=O)NC(=O)N1)N(CCCl)CCCl. Drug 2: CC1C(C(CC(O1)OC2CC(CC3=C2C(=C4C(=C3O)C(=O)C5=C(C4=O)C(=CC=C5)OC)O)(C(=O)CO)O)N)O.Cl. Cell line: HCC-2998. Synergy scores: CSS=63.1, Synergy_ZIP=-0.507, Synergy_Bliss=3.46, Synergy_Loewe=5.03, Synergy_HSA=6.25. (4) Cell line: MCF7. Synergy scores: CSS=11.2, Synergy_ZIP=-2.08, Synergy_Bliss=2.95, Synergy_Loewe=1.66, Synergy_HSA=1.97. Drug 2: CCN(CC)CCNC(=O)C1=C(NC(=C1C)C=C2C3=C(C=CC(=C3)F)NC2=O)C. Drug 1: CC12CCC(CC1=CCC3C2CCC4(C3CC=C4C5=CN=CC=C5)C)O. (5) Drug 1: CC1C(C(CC(O1)OC2CC(CC3=C2C(=C4C(=C3O)C(=O)C5=C(C4=O)C(=CC=C5)OC)O)(C(=O)C)O)N)O.Cl. Drug 2: C1=NC2=C(N=C(N=C2N1C3C(C(C(O3)CO)O)F)Cl)N. Cell line: UO-31. Synergy scores: CSS=29.4, Synergy_ZIP=-10.0, Synergy_Bliss=-5.71, Synergy_Loewe=-4.23, Synergy_HSA=-3.47. (6) Drug 1: CS(=O)(=O)OCCCCOS(=O)(=O)C. Drug 2: C1CN(P(=O)(OC1)NCCCl)CCCl. Cell line: A498. Synergy scores: CSS=-2.57, Synergy_ZIP=1.19, Synergy_Bliss=1.61, Synergy_Loewe=-2.37, Synergy_HSA=-2.26. (7) Drug 1: C1=CC(=C2C(=C1NCCNCCO)C(=O)C3=C(C=CC(=C3C2=O)O)O)NCCNCCO. Drug 2: CC1=C(C=C(C=C1)C(=O)NC2=CC(=CC(=C2)C(F)(F)F)N3C=C(N=C3)C)NC4=NC=CC(=N4)C5=CN=CC=C5. Cell line: LOX IMVI. Synergy scores: CSS=40.7, Synergy_ZIP=1.91, Synergy_Bliss=0.0117, Synergy_Loewe=-15.6, Synergy_HSA=2.29. (8) Drug 1: C1C(C(OC1N2C=C(C(=O)NC2=O)F)CO)O. Drug 2: CCCCC(=O)OCC(=O)C1(CC(C2=C(C1)C(=C3C(=C2O)C(=O)C4=C(C3=O)C=CC=C4OC)O)OC5CC(C(C(O5)C)O)NC(=O)C(F)(F)F)O. Cell line: OVCAR3. Synergy scores: CSS=35.8, Synergy_ZIP=-4.69, Synergy_Bliss=-7.74, Synergy_Loewe=-6.20, Synergy_HSA=-4.58. (9) Cell line: SNB-75. Drug 2: C1=C(C(=O)NC(=O)N1)F. Synergy scores: CSS=20.8, Synergy_ZIP=-3.57, Synergy_Bliss=-1.76, Synergy_Loewe=-0.440, Synergy_HSA=-0.301. Drug 1: CNC(=O)C1=CC=CC=C1SC2=CC3=C(C=C2)C(=NN3)C=CC4=CC=CC=N4. (10) Drug 1: CCN(CC)CCCC(C)NC1=C2C=C(C=CC2=NC3=C1C=CC(=C3)Cl)OC. Drug 2: CC12CCC3C(C1CCC2OP(=O)(O)O)CCC4=C3C=CC(=C4)OC(=O)N(CCCl)CCCl.[Na+]. Cell line: NCI/ADR-RES. Synergy scores: CSS=1.64, Synergy_ZIP=-1.45, Synergy_Bliss=-2.56, Synergy_Loewe=-9.03, Synergy_HSA=-5.62.